Dataset: Catalyst prediction with 721,799 reactions and 888 catalyst types from USPTO. Task: Predict which catalyst facilitates the given reaction. (1) Reactant: [F:1][C:2]1[CH:7]=[CH:6][C:5]([CH2:8]O)=[CH:4][C:3]=1[N+:10]([O-:12])=[O:11].P(Br)(Br)[Br:14]. Product: [Br:14][CH2:8][C:5]1[CH:6]=[CH:7][C:2]([F:1])=[C:3]([N+:10]([O-:12])=[O:11])[CH:4]=1. The catalyst class is: 11. (2) Reactant: [F:1][C:2]1[CH:7]=[CH:6][C:5]([CH3:8])=[CH:4][N:3]=1.[Br:9]N1C(=O)CCC1=O. Product: [Br:9][CH2:8][C:5]1[CH:6]=[CH:7][C:2]([F:1])=[N:3][CH:4]=1. The catalyst class is: 340.